Dataset: Full USPTO retrosynthesis dataset with 1.9M reactions from patents (1976-2016). Task: Predict the reactants needed to synthesize the given product. (1) Given the product [C:19]1([S:25]([CH2:3][C:4]2[CH:9]=[CH:8][CH:7]=[CH:6][N:5]=2)(=[O:27])=[O:26])[CH:24]=[CH:23][CH:22]=[CH:21][CH:20]=1, predict the reactants needed to synthesize it. The reactants are: Br.Br[CH2:3][C:4]1[CH:9]=[CH:8][CH:7]=[CH:6][N:5]=1.CCN(C(C)C)C(C)C.[C:19]1([S:25]([O-:27])=[O:26])[CH:24]=[CH:23][CH:22]=[CH:21][CH:20]=1.[Na+]. (2) Given the product [OH:1][NH:2][C:6](=[O:5])[CH2:7][CH2:8][CH2:9][CH2:10][CH2:11][CH2:12][N:13]([C:20]1[CH:25]=[C:24]([O:26][CH2:27][CH2:28][CH3:29])[CH:23]=[CH:22][N:21]=1)[C:14]1[CH:19]=[CH:18][CH:17]=[CH:16][N:15]=1, predict the reactants needed to synthesize it. The reactants are: [OH:1][NH2:2].C([O:5][C:6](=O)[CH2:7][CH2:8][CH2:9][CH2:10][CH2:11][CH2:12][N:13]([C:20]1[CH:25]=[C:24]([O:26][CH2:27][CH2:28][CH3:29])[CH:23]=[CH:22][N:21]=1)[C:14]1[CH:19]=[CH:18][CH:17]=[CH:16][N:15]=1)C.